The task is: Regression. Given two drug SMILES strings and cell line genomic features, predict the synergy score measuring deviation from expected non-interaction effect.. This data is from NCI-60 drug combinations with 297,098 pairs across 59 cell lines. (1) Drug 1: C(=O)(N)NO. Drug 2: CC1=C(N=C(N=C1N)C(CC(=O)N)NCC(C(=O)N)N)C(=O)NC(C(C2=CN=CN2)OC3C(C(C(C(O3)CO)O)O)OC4C(C(C(C(O4)CO)O)OC(=O)N)O)C(=O)NC(C)C(C(C)C(=O)NC(C(C)O)C(=O)NCCC5=NC(=CS5)C6=NC(=CS6)C(=O)NCCC[S+](C)C)O. Cell line: SW-620. Synergy scores: CSS=5.47, Synergy_ZIP=-1.73, Synergy_Bliss=3.43, Synergy_Loewe=-6.37, Synergy_HSA=0.945. (2) Drug 1: C(=O)(N)NO. Drug 2: C1C(C(OC1N2C=NC(=NC2=O)N)CO)O. Cell line: CAKI-1. Synergy scores: CSS=4.96, Synergy_ZIP=1.97, Synergy_Bliss=-3.67, Synergy_Loewe=-0.384, Synergy_HSA=-1.18. (3) Drug 1: C1=NC2=C(N=C(N=C2N1C3C(C(C(O3)CO)O)O)F)N. Drug 2: C1C(C(OC1N2C=NC3=C2NC=NCC3O)CO)O. Cell line: UO-31. Synergy scores: CSS=0.0180, Synergy_ZIP=-0.0440, Synergy_Bliss=2.09, Synergy_Loewe=4.21, Synergy_HSA=0.736. (4) Drug 1: CN(C)N=NC1=C(NC=N1)C(=O)N. Drug 2: C1=NNC2=C1C(=O)NC=N2. Cell line: UACC62. Synergy scores: CSS=-0.726, Synergy_ZIP=-1.51, Synergy_Bliss=-1.72, Synergy_Loewe=-2.45, Synergy_HSA=-2.30.